Dataset: Full USPTO retrosynthesis dataset with 1.9M reactions from patents (1976-2016). Task: Predict the reactants needed to synthesize the given product. (1) Given the product [CH2:12]([O:19][C:20]1[CH:25]=[CH:24][C:23]([F:26])=[CH:22][C:21]=1[CH:34]([C:33]1[CH:36]=[CH:37][C:30]([O:29][CH3:28])=[CH:31][CH:32]=1)[OH:35])[C:13]1[CH:18]=[CH:17][CH:16]=[CH:15][CH:14]=1, predict the reactants needed to synthesize it. The reactants are: CCCCCC.C([Li])CCC.[CH2:12]([O:19][C:20]1[CH:25]=[CH:24][C:23]([F:26])=[CH:22][C:21]=1Br)[C:13]1[CH:18]=[CH:17][CH:16]=[CH:15][CH:14]=1.[CH3:28][O:29][C:30]1[CH:37]=[CH:36][C:33]([CH:34]=[O:35])=[CH:32][CH:31]=1.[Cl-].[NH4+]. (2) Given the product [CH3:25][C:6]1([CH3:26])[C:7]2[C:12](=[CH:11][C:10]([NH:13][C:14](=[O:24])[C:15]3[CH:20]=[CH:19][CH:18]=[CH:17][C:16]=3[N+:21]([O-:23])=[O:22])=[CH:9][CH:8]=2)[N:4]([C:1]([N:31]2[CH2:32][CH2:33][N:28]([CH3:27])[CH2:29][CH2:30]2)=[O:3])[CH2:5]1, predict the reactants needed to synthesize it. The reactants are: [C:1]([N:4]1[C:12]2[C:7](=[CH:8][CH:9]=[C:10]([NH:13][C:14](=[O:24])[C:15]3[CH:20]=[CH:19][CH:18]=[CH:17][C:16]=3[N+:21]([O-:23])=[O:22])[CH:11]=2)[C:6]([CH3:26])([CH3:25])[CH2:5]1)(=[O:3])C.[CH3:27][N:28]1[CH2:33][CH2:32][N:31](C(Cl)=O)[CH2:30][CH2:29]1.CCN(C(C)C)C(C)C. (3) Given the product [Br:28][C:27]1[N:5]2[CH:6]=[C:7]([N:20]3[CH:25]=[CH:24][CH:23]=[CH:22][C:21]3=[O:26])[CH:8]=[C:9]([O:10][CH2:11][C:12]3[CH:13]=[CH:14][C:15]([O:18][CH3:19])=[CH:16][CH:17]=3)[C:4]2=[N:3][C:2]=1[CH3:1], predict the reactants needed to synthesize it. The reactants are: [CH3:1][C:2]1[N:3]=[C:4]2[C:9]([O:10][CH2:11][C:12]3[CH:17]=[CH:16][C:15]([O:18][CH3:19])=[CH:14][CH:13]=3)=[CH:8][C:7]([N:20]3[CH:25]=[CH:24][CH:23]=[CH:22][C:21]3=[O:26])=[CH:6][N:5]2[CH:27]=1.[Br:28]N1C(=O)CCC1=O. (4) Given the product [CH:1]1([S:4]([C:7]2[CH:12]=[CH:11][C:10]([CH:13]([O:17][C:18]3[CH:23]=[CH:22][C:21]([F:24])=[CH:20][C:19]=3[F:25])[C:14]([NH:32][C:33]3[S:34][CH:35]=[CH:36][N:37]=3)=[O:15])=[CH:9][CH:8]=2)(=[O:6])=[O:5])[CH2:2][CH2:3]1, predict the reactants needed to synthesize it. The reactants are: [CH:1]1([S:4]([C:7]2[CH:12]=[CH:11][C:10]([CH:13]([O:17][C:18]3[CH:23]=[CH:22][C:21]([F:24])=[CH:20][C:19]=3[F:25])[C:14](O)=[O:15])=[CH:9][CH:8]=2)(=[O:6])=[O:5])[CH2:3][CH2:2]1.C(Cl)(=O)C(Cl)=O.[NH2:32][C:33]1[S:34][CH:35]=[CH:36][N:37]=1.Cl. (5) The reactants are: CN(C)C=O.[C:6](C1C=CC=CC=1)(=O)[C:7]1[CH:12]=[CH:11][CH:10]=[CH:9][CH:8]=1.S(Cl)(Cl)=O.[Cl:24][C:25]([Cl:38])([C:32]1[CH:37]=[CH:36][CH:35]=[CH:34][CH:33]=1)[C:26]1[CH:31]=[CH:30][CH:29]=[CH:28][CH:27]=1. Given the product [Cl:24][C:25]([Cl:38])([C:32]1[CH:33]=[CH:34][CH:35]=[CH:36][CH:37]=1)[C:26]1[CH:31]=[CH:30][CH:29]=[CH:28][CH:27]=1.[C:7]1([CH3:6])[CH:12]=[CH:11][CH:10]=[CH:9][CH:8]=1, predict the reactants needed to synthesize it. (6) Given the product [CH3:19][O:18][C:14]1[C:5]2[O:6][CH2:7][C:8]3[CH:13]=[CH:12][CH:11]=[CH:10][C:9]=3/[C:3](=[CH:2]\[C:27]3[CH:26]=[CH:25][CH:24]=[C:23]([N+:20]([O-:22])=[O:21])[CH:28]=3)/[C:4]=2[CH:17]=[CH:16][CH:15]=1, predict the reactants needed to synthesize it. The reactants are: Br[CH:2]=[C:3]1[C:9]2[CH:10]=[CH:11][CH:12]=[CH:13][C:8]=2[CH2:7][O:6][C:5]2[C:14]([O:18][CH3:19])=[CH:15][CH:16]=[CH:17][C:4]1=2.[N+:20]([C:23]1[CH:24]=[C:25](B(O)O)[CH:26]=[CH:27][CH:28]=1)([O-:22])=[O:21]. (7) Given the product [CH3:22][S:23]([O:11][CH2:10][CH:8]1[CH:7]([OH:12])[C:6]2[CH:13]=[C:2]([Br:1])[CH:3]=[C:4]([Cl:14])[C:5]=2[O:9]1)(=[O:25])=[O:24], predict the reactants needed to synthesize it. The reactants are: [Br:1][C:2]1[CH:3]=[C:4]([Cl:14])[C:5]2[O:9][CH:8]([CH2:10][OH:11])[CH:7]([OH:12])[C:6]=2[CH:13]=1.C(N(CC)CC)C.[CH3:22][S:23](Cl)(=[O:25])=[O:24].O. (8) Given the product [C:35]([O:34][C:32]([NH:31][C@@H:15]([CH2:16][C:17]1[CH:18]=[CH:19][C:20]([O:23][CH3:24])=[CH:21][CH:22]=1)[CH2:14][N:11]([CH2:10][CH:9]([NH:8][C:6]([O:5][C:1]([CH3:2])([CH3:4])[CH3:3])=[O:7])[CH2:39][C:40]1[CH:45]=[CH:44][C:43]([O:46][CH3:49])=[CH:42][CH:41]=1)[CH2:12][CH3:13])=[O:33])([CH3:37])([CH3:36])[CH3:38], predict the reactants needed to synthesize it. The reactants are: [C:1]([O:5][C:6]([NH:8][C@@H:9]([CH2:39][C:40]1[CH:45]=[CH:44][C:43]([OH:46])=[CH:42][CH:41]=1)[CH2:10][N:11]([CH2:14][CH:15]([NH:31][C:32]([O:34][C:35]([CH3:38])([CH3:37])[CH3:36])=[O:33])[CH2:16][C:17]1[CH:22]=[CH:21][C:20]([O:23][CH2:24]C2C=CC=CC=2)=[CH:19][CH:18]=1)[CH2:12][CH3:13])=[O:7])([CH3:4])([CH3:3])[CH3:2].[N+](=[CH2:49])=[N-].